This data is from Forward reaction prediction with 1.9M reactions from USPTO patents (1976-2016). The task is: Predict the product of the given reaction. (1) The product is: [Cl-:9].[CH2:1]([N+:3]([CH2:6][O:7][CH3:8])([CH3:5])[CH3:4])[CH3:2]. Given the reactants [CH2:1]([N:3]([CH3:5])[CH3:4])[CH3:2].[CH3:6][O:7][CH2:8][Cl:9], predict the reaction product. (2) Given the reactants O1C=C(CN)N=C1.[F:8][C:9]([F:18])([F:17])[C:10]1[S:11][CH:12]=[C:13]([CH2:15][NH2:16])[N:14]=1.[F:19][C:20]1[CH:41]=[CH:40][C:23]([CH2:24][N:25]2[CH2:29][CH2:28][N:27]([C:30]3[CH:31]=[C:32]([CH:36]=[CH:37][N:38]=3)[C:33](O)=[O:34])[C:26]2=[O:39])=[CH:22][CH:21]=1, predict the reaction product. The product is: [F:19][C:20]1[CH:21]=[CH:22][C:23]([CH2:24][N:25]2[CH2:29][CH2:28][N:27]([C:30]3[CH:31]=[C:32]([CH:36]=[CH:37][N:38]=3)[C:33]([NH:16][CH2:15][C:13]3[N:14]=[C:10]([C:9]([F:8])([F:17])[F:18])[S:11][CH:12]=3)=[O:34])[C:26]2=[O:39])=[CH:40][CH:41]=1. (3) Given the reactants C(OC(=O)[NH:7][CH:8]([NH:17][C:18]1[CH:23]=[CH:22][C:21]([CH2:24][CH2:25][C:26]2[N:27]=[C:28]([NH:32][C:33](=[O:35])[CH3:34])[S:29][C:30]=2[Br:31])=[CH:20][CH:19]=1)[NH:9]C(=O)OC(C)(C)C)(C)(C)C.[ClH:37], predict the reaction product. The product is: [ClH:37].[NH2:9][C:8]([NH:17][C:18]1[CH:23]=[CH:22][C:21]([CH2:24][CH2:25][C:26]2[N:27]=[C:28]([NH:32][C:33](=[O:35])[CH3:34])[S:29][C:30]=2[Br:31])=[CH:20][CH:19]=1)=[NH:7]. (4) Given the reactants [OH-].[K+].[C:3]([O:7][C:8]([N:10]1[CH2:17][CH:16]2[CH:12]([CH2:13][CH:14]([C:18]([O:20]C)=[O:19])[CH2:15]2)[CH2:11]1)=[O:9])([CH3:6])([CH3:5])[CH3:4], predict the reaction product. The product is: [C:3]([O:7][C:8]([N:10]1[CH2:11][CH:12]2[CH:16]([CH2:15][CH:14]([C:18]([OH:20])=[O:19])[CH2:13]2)[CH2:17]1)=[O:9])([CH3:6])([CH3:4])[CH3:5]. (5) Given the reactants Cl[C:2]1[CH:3]=[N:4][C:5]2[CH2:6][CH2:7][CH2:8][C:9]=2[CH:10]=1.C(=O)([O-])[O-].[Na+].[Na+].[CH3:17][N:18]1CCCC1=O, predict the reaction product. The product is: [N:4]1[C:5]2[CH2:6][CH2:7][CH2:8][C:9]=2[CH:10]=[C:2]([C:17]#[N:18])[CH:3]=1. (6) Given the reactants [Cl:1][C:2]1[CH:7]=[CH:6][CH:5]=[CH:4][C:3]=1[CH:8]([N:11]1[CH2:16][CH2:15][C:14]2[S:17][CH:18]=[CH:19][C:13]=2[CH2:12]1)[C:9]#[N:10].C(=O)([O-])[O-:21].[K+].[K+].CS(C)=O.OO.Cl, predict the reaction product. The product is: [Cl:1][C:2]1[CH:7]=[CH:6][CH:5]=[CH:4][C:3]=1[CH:8]([N:11]1[CH2:16][CH2:15][C:14]2[S:17][CH:18]=[CH:19][C:13]=2[CH2:12]1)[C:9]([NH2:10])=[O:21]. (7) Given the reactants [CH3:1][C:2]1[NH:3][C:4]2[C:9]([CH:10]=1)=[CH:8][CH:7]=[CH:6][CH:5]=2.[OH-].[K+].Br[CH2:14][C:15]1[CH:24]=[CH:23][C:18]([C:19]([O:21]C)=[O:20])=[CH:17][CH:16]=1, predict the reaction product. The product is: [CH3:1][C:2]1[N:3]([CH2:14][C:15]2[CH:24]=[CH:23][C:18]([C:19]([OH:21])=[O:20])=[CH:17][CH:16]=2)[C:4]2[C:9]([CH:10]=1)=[CH:8][CH:7]=[CH:6][CH:5]=2.